Dataset: Catalyst prediction with 721,799 reactions and 888 catalyst types from USPTO. Task: Predict which catalyst facilitates the given reaction. (1) Reactant: [CH3:1][O:2][C:3]1[CH:4]=[C:5]([CH2:11][C:12]#[N:13])[CH:6]=[CH:7][C:8]=1[O:9][CH3:10].[CH3:14][O:15][CH2:16][C:17](OCC)=[O:18].[O-]CC.[Na+]. Product: [CH3:1][O:2][C:3]1[CH:4]=[C:5]([CH:11]([C:17](=[O:18])[CH2:16][O:15][CH3:14])[C:12]#[N:13])[CH:6]=[CH:7][C:8]=1[O:9][CH3:10]. The catalyst class is: 8. (2) Reactant: [CH2:1]([O:8][C:9]([NH:11][C@H:12]1[CH2:16][N:15](C(OC(C)(C)C)=O)[C@H:14]([C:24](=[O:40])[NH:25][C:26]2[CH:31]=[CH:30][C:29]([O:32][C:33]3[CH:38]=[CH:37][C:36]([F:39])=[CH:35][CH:34]=3)=[CH:28][CH:27]=2)[CH2:13]1)=[O:10])[C:2]1[CH:7]=[CH:6][CH:5]=[CH:4][CH:3]=1. Product: [F:39][C:36]1[CH:35]=[CH:34][C:33]([O:32][C:29]2[CH:30]=[CH:31][C:26]([NH:25][C:24]([C@H:14]3[NH:15][CH2:16][C@H:12]([NH:11][C:9](=[O:10])[O:8][CH2:1][C:2]4[CH:3]=[CH:4][CH:5]=[CH:6][CH:7]=4)[CH2:13]3)=[O:40])=[CH:27][CH:28]=2)=[CH:38][CH:37]=1. The catalyst class is: 33. (3) Reactant: [C:1]([C:3]1[N:8]=[CH:7][C:6]([CH:9]([C:17]2[CH:22]=[CH:21][CH:20]=[CH:19][CH:18]=2)[C:10]([CH3:16])([CH3:15])[C:11]([O:13][CH3:14])=[O:12])=[CH:5][CH:4]=1)#[N:2].Cl. Product: [NH2:2][CH2:1][C:3]1[N:8]=[CH:7][C:6]([CH:9]([C:17]2[CH:18]=[CH:19][CH:20]=[CH:21][CH:22]=2)[C:10]([CH3:16])([CH3:15])[C:11]([O:13][CH3:14])=[O:12])=[CH:5][CH:4]=1. The catalyst class is: 43. (4) Reactant: [C:1]([O:4][C@H:5]1[C@H:10]([C:11]2[CH:16]=[CH:15][C:14]([Cl:17])=[C:13]([CH2:18][C:19]3[CH:24]=[CH:23][C:22]([CH2:25][CH3:26])=[CH:21][CH:20]=3)[CH:12]=2)[C@@H:9]([O:27][C:28](=[O:30])[CH3:29])[C@H:8]([CH2:31][O:32][C:33](=[O:35])[CH3:34])[C@@H:7]([O:36][C:37](=[O:39])[CH3:38])[C@@H:6]1[O:40][C:41](=[O:43])[CH3:42])(=[O:3])[CH3:2].C(O)(=[O:46])C. Product: [C:1]([O:4][C@H:5]1[C@H:10]([C:11]2[CH:16]=[CH:15][C:14]([Cl:17])=[C:13]([CH2:18][C:19]3[CH:20]=[CH:21][C:22]([C:25](=[O:46])[CH3:26])=[CH:23][CH:24]=3)[CH:12]=2)[C@@H:9]([O:27][C:28](=[O:30])[CH3:29])[C@H:8]([CH2:31][O:32][C:33](=[O:35])[CH3:34])[C@@H:7]([O:36][C:37](=[O:39])[CH3:38])[C@@H:6]1[O:40][C:41](=[O:43])[CH3:42])(=[O:3])[CH3:2]. The catalyst class is: 6. (5) Product: [CH:3]12[CH:15]([C:16]([O:18][CH2:19][CH3:20])=[O:17])[CH:4]1[CH2:5][N:1]([C:6]([O:8][C:9]([CH3:12])([CH3:11])[CH3:10])=[O:7])[CH2:2]2. Reactant: [N:1]1([C:6]([O:8][C:9]([CH3:12])([CH3:11])[CH3:10])=[O:7])[CH2:5][CH:4]=[CH:3][CH2:2]1.[N+](=[CH:15][C:16]([O:18][CH2:19][CH3:20])=[O:17])=[N-]. The catalyst class is: 2. (6) Reactant: C([O:4][CH2:5][CH2:6][CH:7]([CH3:14])[CH2:8]/[CH:9]=[CH:10]\[CH2:11][CH2:12][CH3:13])(=O)C.[OH-].[Na+]. Product: [CH3:14][CH:7]([CH2:8]/[CH:9]=[CH:10]\[CH2:11][CH2:12][CH3:13])[CH2:6][CH2:5][OH:4]. The catalyst class is: 40. (7) Reactant: [CH:1]1([NH:7][C:8]([C@H:10]2[CH2:15][CH2:14][C@@H:13]([C:16]([F:19])([F:18])[F:17])[NH:12][CH2:11]2)=[O:9])[CH2:6][CH2:5][CH2:4][CH2:3][CH2:2]1.[Li+].C[Si]([N-][Si](C)(C)C)(C)C.[Cl:30][C:31]1[CH:36]=[C:35](Cl)[N:34]=[C:33]([S:38][CH3:39])[N:32]=1.ClC1N=CN=C(Cl)C=1. Product: [Cl:30][C:31]1[N:32]=[C:33]([S:38][CH3:39])[N:34]=[C:35]([N:12]2[C@H:13]([C:16]([F:19])([F:17])[F:18])[CH2:14][CH2:15][C@H:10]([C:8]([NH:7][CH:1]3[CH2:2][CH2:3][CH2:4][CH2:5][CH2:6]3)=[O:9])[CH2:11]2)[CH:36]=1. The catalyst class is: 1. (8) Reactant: [NH2:1][C:2]1[CH:7]=[N:6][C:5]([C:8]#[N:9])=[CH:4][N:3]=1.C(Cl)Cl.N1C=CC=CC=1.[C:19]1([O:25][C:26](Cl)=[O:27])[CH:24]=[CH:23][CH:22]=[CH:21][CH:20]=1. Product: [C:19]1([O:25][C:26](=[O:27])[NH:1][C:2]2[CH:7]=[N:6][C:5]([C:8]#[N:9])=[CH:4][N:3]=2)[CH:24]=[CH:23][CH:22]=[CH:21][CH:20]=1. The catalyst class is: 20. (9) Reactant: NC1C=CC([NH:8][C:9]([N:11]2[CH2:19][C:18]3[C:13](=[CH:14][CH:15]=[CH:16][CH:17]=3)[CH2:12]2)=[O:10])=CC=1.C1(CCCC(O)=[O:30])C=CC=CC=1.O.[OH:33][N:34]1[C:38]2[CH:39]=[CH:40][CH:41]=[CH:42][C:37]=2N=N1.CN1CCOCC1.Cl.CN(C)CCCN=C=NCC. Product: [N+:34]([C:38]1[CH:37]=[CH:42][C:41]([NH:8][C:9]([N:11]2[CH2:19][C:18]3[C:13](=[CH:14][CH:15]=[CH:16][CH:17]=3)[CH2:12]2)=[O:10])=[CH:40][CH:39]=1)([O-:33])=[O:30]. The catalyst class is: 35.